This data is from Catalyst prediction with 721,799 reactions and 888 catalyst types from USPTO. The task is: Predict which catalyst facilitates the given reaction. (1) Reactant: [OH-].[Na+].[N+:3]([C:6]1[CH:24]=[CH:23][C:9]2[NH:10][C:11]([C:13]3[CH:22]=[CH:21][C:16]([C:17]([O:19]C)=[O:18])=[CH:15][CH:14]=3)=[N:12][C:8]=2[CH:7]=1)([O-:5])=[O:4]. The catalyst class is: 5. Product: [N+:3]([C:6]1[CH:24]=[CH:23][C:9]2[NH:10][C:11]([C:13]3[CH:22]=[CH:21][C:16]([C:17]([OH:19])=[O:18])=[CH:15][CH:14]=3)=[N:12][C:8]=2[CH:7]=1)([O-:5])=[O:4]. (2) Reactant: [F:1][CH:2]1[CH:7]2[CH2:8][CH:4]([CH:5]([C:19]([O:21][CH2:22][CH3:23])=[O:20])[N:6]2C(OCC2C=CC=CC=2)=O)[CH2:3]1.[F:24][CH:25]1[CH2:30][CH:29]2[CH2:31][CH:26]1[CH:27]([C:42]([O:44][CH2:45][CH3:46])=[O:43])[N:28]2C(OCC1C=CC=CC=1)=O. Product: [F:24][CH:25]1[CH2:30][CH:29]2[CH2:31][CH:26]1[CH:27]([C:42]([O:44][CH2:45][CH3:46])=[O:43])[NH:28]2.[F:1][CH:2]1[CH:7]2[CH2:8][CH:4]([CH:5]([C:19]([O:21][CH2:22][CH3:23])=[O:20])[NH:6]2)[CH2:3]1. The catalyst class is: 43. (3) Reactant: Cl.C1C2C(COC([N:19]3[CH:23]([C:24]([N:26]4[CH2:30][C@H:29]([CH:31]5[CH2:36][CH2:35][CH2:34][CH2:33][CH2:32]5)[CH2:28][C@H:27]4[C:37](=[O:48])[NH:38][C@H:39]4[C:47]5[C:42](=[CH:43][CH:44]=[CH:45][CH:46]=5)[CH2:41][CH2:40]4)=[O:25])[CH2:22][C:21]4([CH2:53][CH2:52][NH:51][CH2:50][CH2:49]4)[CH2:20]3)=O)C3C(=CC=CC=3)C=2C=CC=1.N. Product: [C@H:39]1([NH:38][C:37]([C@@H:27]2[CH2:28][C@@H:29]([CH:31]3[CH2:32][CH2:33][CH2:34][CH2:35][CH2:36]3)[CH2:30][N:26]2[C:24]([CH:23]2[CH2:22][C:21]3([CH2:49][CH2:50][NH:51][CH2:52][CH2:53]3)[CH2:20][NH:19]2)=[O:25])=[O:48])[C:47]2[C:42](=[CH:43][CH:44]=[CH:45][CH:46]=2)[CH2:41][CH2:40]1. The catalyst class is: 5. (4) Reactant: C([CH:3]([O:7][C:8]1[CH:12]=[C:11]([C:13](O)=O)[N:10]([CH3:16])[N:9]=1)[C:4]([OH:6])=[O:5])C.CCN=C=NCCCN(C)C.Cl.[CH2:29]([N:32]1[C:39]([NH2:40])=[C:38]([NH2:41])[C:36](=[O:37])[N:35]([CH2:42][CH2:43][CH3:44])[C:33]1=[O:34])[CH2:30][CH3:31]. Product: [CH2:42]([N:35]1[C:36](=[O:37])[C:38]2[NH:41][C:13]([C:11]3[N:10]([CH3:16])[N:9]=[C:8]([O:7][CH2:3][C:4]([OH:6])=[O:5])[CH:12]=3)=[N:40][C:39]=2[N:32]([CH2:29][CH2:30][CH3:31])[C:33]1=[O:34])[CH2:43][CH3:44]. The catalyst class is: 5. (5) Reactant: [C:1]1([CH2:7][CH2:8][CH2:9][C:10]([NH:12][CH2:13][CH2:14][C:15]([OH:17])=O)=[O:11])[CH:6]=[CH:5][CH:4]=[CH:3][CH:2]=1.Cl.[CH2:19]([O:21][C:22]([CH:24]1[CH2:28][CH:27]([OH:29])[CH2:26][NH:25]1)=[O:23])[CH3:20].CCN(CC)CC.CN(C(ON1N=NC2C=CC=CC1=2)=[N+](C)C)C.F[P-](F)(F)(F)(F)F. Product: [CH2:19]([O:21][C:22]([CH:24]1[CH2:28][CH:27]([OH:29])[CH2:26][N:25]1[C:15](=[O:17])[CH2:14][CH2:13][NH:12][C:10](=[O:11])[CH2:9][CH2:8][CH2:7][C:1]1[CH:2]=[CH:3][CH:4]=[CH:5][CH:6]=1)=[O:23])[CH3:20]. The catalyst class is: 85.